Dataset: Full USPTO retrosynthesis dataset with 1.9M reactions from patents (1976-2016). Task: Predict the reactants needed to synthesize the given product. (1) Given the product [N:3]1([CH2:8][CH2:9][CH2:10][C:11]2[CH:16]=[C:15]([F:17])[CH:14]=[CH:13][C:12]=2[S:18]([NH:21][C:22]2[C:31]([C:32]([OH:34])=[O:33])=[C:30]3[C:25]([C@H:26]4[CH2:38][CH2:37][O:36][C@H:27]4[CH2:28][O:29]3)=[CH:24][CH:23]=2)(=[O:20])=[O:19])[CH2:7][CH2:6][CH2:5][CH2:4]1, predict the reactants needed to synthesize it. The reactants are: [OH-].[Li+].[N:3]1([CH2:8][CH2:9][CH2:10][C:11]2[CH:16]=[C:15]([F:17])[CH:14]=[CH:13][C:12]=2[S:18]([NH:21][C:22]2[C:31]([C:32]([O:34]C)=[O:33])=[C:30]3[C:25]([C@H:26]4[CH2:38][CH2:37][O:36][C@H:27]4[CH2:28][O:29]3)=[CH:24][CH:23]=2)(=[O:20])=[O:19])[CH2:7][CH2:6][CH2:5][CH2:4]1.C(O)=O. (2) Given the product [F:64][C:59]1[CH:58]=[C:57]([NH:54][C:55](=[O:56])[NH:32][C:33]2[CH:34]=[CH:35][C:36]([C:39]3[S:43][C:42]([CH:44]4[CH2:45][CH2:46][CH:47]([C:50]([O:52][CH3:53])=[O:51])[CH2:48][CH2:49]4)=[N:41][CH:40]=3)=[CH:37][CH:38]=2)[CH:62]=[CH:61][C:60]=1[F:63], predict the reactants needed to synthesize it. The reactants are: FC(F)(F)C1C=C(NC(=O)NC2C=CC(C3SC(CCC(OC)=O)=NC=3)=CC=2)C=CC=1.[NH2:32][C:33]1[CH:38]=[CH:37][C:36]([C:39]2[S:43][C:42]([CH:44]3[CH2:49][CH2:48][CH:47]([C:50]([O:52][CH3:53])=[O:51])[CH2:46][CH2:45]3)=[N:41][CH:40]=2)=[CH:35][CH:34]=1.[N:54]([C:57]1[CH:62]=[CH:61][C:60]([F:63])=[C:59]([F:64])[CH:58]=1)=[C:55]=[O:56].